Dataset: Full USPTO retrosynthesis dataset with 1.9M reactions from patents (1976-2016). Task: Predict the reactants needed to synthesize the given product. Given the product [N:9]1[C:10]2[C:11]3[C:16](=[CH:15][CH:14]=[CH:13][N:12]=3)[CH:17]=[C:4]([NH2:1])[C:5]=2[CH:6]=[CH:7][CH:8]=1, predict the reactants needed to synthesize it. The reactants are: [N+:1]([C:4]1[CH:17]=[C:16]2[C:11]([N:12]=[CH:13][CH:14]=[CH:15]2)=[C:10]2[C:5]=1[CH:6]=[CH:7][CH:8]=[N:9]2)([O-])=O.O.NN.